From a dataset of Catalyst prediction with 721,799 reactions and 888 catalyst types from USPTO. Predict which catalyst facilitates the given reaction. (1) Reactant: N12CCCN=C1CCCCC2.[F:12][C:13]([F:27])([F:26])[C:14]1[CH:19]=[CH:18][N:17]=[C:16]([C:20]2[NH:21][O:22][C:23](=[O:25])[N:24]=2)[CH:15]=1.[CH2:28]([N:30]([CH2:34][CH3:35])[C:31](Cl)=[O:32])[CH3:29]. Product: [F:27][C:13]([F:12])([F:26])[C:14]1[CH:19]=[CH:18][N:17]=[C:16]([C:20]2[N:24]([C:31]([N:30]([CH2:34][CH3:35])[CH2:28][CH3:29])=[O:32])[C:23](=[O:25])[O:22][N:21]=2)[CH:15]=1. The catalyst class is: 17. (2) Reactant: Br[C:2]1[NH:3][C:4]2[C:9]([C:10]=1[C:11]([O:13][CH3:14])=[O:12])=[CH:8][CH:7]=[CH:6][CH:5]=2.[C:15]1(B(O)O)[CH:20]=[CH:19][CH:18]=[CH:17][CH:16]=1.C(=O)([O-])[O-].[Cs+].[Cs+]. Product: [C:15]1([C:2]2[NH:3][C:4]3[C:9]([C:10]=2[C:11]([O:13][CH3:14])=[O:12])=[CH:8][CH:7]=[CH:6][CH:5]=3)[CH:20]=[CH:19][CH:18]=[CH:17][CH:16]=1. The catalyst class is: 70. (3) Reactant: C(N(CC)CC)C.[CH3:8][C:9]1[N:10]([CH2:29][CH:30]2[CH2:35][CH2:34][NH:33][CH2:32][CH2:31]2)[C:11]2[C:16]([CH:17]=1)=[CH:15][C:14]([C:18]1[CH:19]=[N:20][N:21]([CH:23]3[CH2:28][CH2:27][CH2:26][CH2:25][O:24]3)[CH:22]=1)=[CH:13][CH:12]=2.[C:36]1([CH2:42][C:43](Cl)=[O:44])[CH:41]=[CH:40][CH:39]=[CH:38][CH:37]=1.C(=O)(O)[O-].[Na+]. Product: [CH3:8][C:9]1[N:10]([CH2:29][CH:30]2[CH2:31][CH2:32][N:33]([C:43](=[O:44])[CH2:42][C:36]3[CH:41]=[CH:40][CH:39]=[CH:38][CH:37]=3)[CH2:34][CH2:35]2)[C:11]2[C:16]([CH:17]=1)=[CH:15][C:14]([C:18]1[CH:19]=[N:20][N:21]([CH:23]3[CH2:28][CH2:27][CH2:26][CH2:25][O:24]3)[CH:22]=1)=[CH:13][CH:12]=2. The catalyst class is: 4. (4) Reactant: [S:1]1[CH:5]=[CH:4][N:3]=[C:2]1[C:6]12[CH2:13][N:10]([CH2:11][CH2:12]1)[CH2:9][CH2:8][O:7]2.C([N-]C(C)C)(C)C.[Li+].[CH2:22]([Sn:26](Cl)([CH2:31][CH2:32][CH2:33][CH3:34])[CH2:27][CH2:28][CH2:29][CH3:30])[CH2:23][CH2:24][CH3:25]. Product: [CH2:31]([Sn:26]([CH2:22][CH2:23][CH2:24][CH3:25])([CH2:27][CH2:28][CH2:29][CH3:30])[C:5]1[S:1][C:2]([C:6]23[CH2:13][N:10]([CH2:11][CH2:12]2)[CH2:9][CH2:8][O:7]3)=[N:3][CH:4]=1)[CH2:32][CH2:33][CH3:34]. The catalyst class is: 7. (5) Reactant: [C:1]([O:5][C:6](=[O:36])[NH:7][C@H:8]1[CH2:13][CH2:12][CH2:11][N:10]([C:14]2[N:22](CC3C=CC=CC=3)[C:21]3[C:20](=[O:30])[N:19]([CH3:31])[C:18](=[O:32])[N:17]([CH3:33])[C:16]=3[C:15]=2[C:34]#[N:35])[CH2:9]1)([CH3:4])([CH3:3])[CH3:2].C([O-])=O.[NH4+]. Product: [C:1]([O:5][C:6](=[O:36])[NH:7][C@H:8]1[CH2:13][CH2:12][CH2:11][N:10]([C:14]2[NH:22][C:21]3[C:20](=[O:30])[N:19]([CH3:31])[C:18](=[O:32])[N:17]([CH3:33])[C:16]=3[C:15]=2[C:34]#[N:35])[CH2:9]1)([CH3:4])([CH3:2])[CH3:3]. The catalyst class is: 8. (6) Reactant: [Cl:1][C:2]1[CH:12]=[CH:11][C:5]([C:6]([O:8][CH2:9][CH3:10])=[O:7])=[CH:4][C:3]=1[N+:13]([O-])=O.[H][H]. Product: [NH2:13][C:3]1[CH:4]=[C:5]([CH:11]=[CH:12][C:2]=1[Cl:1])[C:6]([O:8][CH2:9][CH3:10])=[O:7]. The catalyst class is: 723. (7) Reactant: [C:1]1([CH:8]([CH3:10])[CH3:9])[CH:6]=[CH:5][C:4](C)=[CH:3][CH:2]=1.C1C=CC=CC=1.C1(C(C)C)C=CC(C)=CC=1. Product: [C:1]1([CH:8]([CH3:10])[CH3:9])[CH:6]=[CH:5][CH:4]=[CH:3][CH:2]=1. The catalyst class is: 48.